This data is from Reaction yield outcomes from USPTO patents with 853,638 reactions. The task is: Predict the reaction yield, written as a fraction of the theoretical maximum amount of product (1.0 means a 100% yield; for example, 0.34 means a 34% yield). (1) The reactants are Cl[C:2]1[N:7]2[N:8]=[C:9]([C:23]3[CH:28]=[CH:27][C:26]([O:29][CH3:30])=[CH:25][CH:24]=3)[C:10]([C:11]3[CH:16]=[CH:15][N:14]=[C:13]([NH:17][CH:18]4[CH2:22][CH2:21][CH2:20][CH2:19]4)[N:12]=3)=[C:6]2[CH:5]=[CH:4][CH:3]=1.[NH:31]1[CH2:36][CH2:35][O:34][CH2:33][CH2:32]1. The yield is 0.860. No catalyst specified. The product is [CH:18]1([NH:17][C:13]2[N:12]=[C:11]([C:10]3[C:9]([C:23]4[CH:28]=[CH:27][C:26]([O:29][CH3:30])=[CH:25][CH:24]=4)=[N:8][N:7]4[C:2]([N:31]5[CH2:36][CH2:35][O:34][CH2:33][CH2:32]5)=[CH:3][CH:4]=[CH:5][C:6]=34)[CH:16]=[CH:15][N:14]=2)[CH2:22][CH2:21][CH2:20][CH2:19]1. (2) The reactants are [F:1][C:2]1[C:11]2[C:10](=[O:12])[N:9]([CH2:13][C:14]([OH:16])=O)[N:8]=[N:7][C:6]=2[CH:5]=[CH:4][CH:3]=1.[C:17]1([CH3:26])[CH:22]=[CH:21][C:20]([C@@H:23]([NH2:25])[CH3:24])=[CH:19][CH:18]=1. No catalyst specified. The product is [F:1][C:2]1[C:11]2[C:10](=[O:12])[N:9]([CH2:13][C:14]([NH:25][C@H:23]([C:20]3[CH:21]=[CH:22][C:17]([CH3:26])=[CH:18][CH:19]=3)[CH3:24])=[O:16])[N:8]=[N:7][C:6]=2[CH:5]=[CH:4][CH:3]=1. The yield is 0.370. (3) The reactants are C([O:3][C:4](=O)[C:5](=[C:7]1[CH2:12][CH2:11][O:10][CH2:9][CH2:8]1)[CH3:6])C.[H-].[Al+3].[Li+].[H-].[H-].[H-]. The catalyst is CCOCC. The product is [O:10]1[CH2:11][CH2:12][C:7](=[C:5]([CH3:6])[CH2:4][OH:3])[CH2:8][CH2:9]1. The yield is 1.00. (4) The reactants are [F:1][C:2]([F:7])([F:6])[C:3]([OH:5])=[O:4].[CH2:8]([S:10]([N:13]1[CH2:18][CH2:17][CH:16]([C:19]2[C:27]3[C:22](=[C:23]([C:43]([NH2:45])=[O:44])[CH:24]=[C:25]([C:28]4[CH:33]=[C:32]([CH2:34][NH:35][CH2:36][C@@H:37]5CCCO5)[CH:31]=[C:30]([F:42])[CH:29]=4)[CH:26]=3)[NH:21][CH:20]=2)[CH2:15][CH2:14]1)(=[O:12])=[O:11])[CH3:9].O1CC[CH2:48][C@H:47]1[CH2:51]N. No catalyst specified. The product is [F:1][C:2]([F:7])([F:6])[C:3]([OH:5])=[O:4].[CH2:8]([S:10]([N:13]1[CH2:18][CH2:17][CH:16]([C:19]2[C:27]3[C:22](=[C:23]([C:43]([NH2:45])=[O:44])[CH:24]=[C:25]([C:28]4[CH:33]=[C:32]([CH2:34][NH:35][CH2:36][CH2:37][CH:47]([CH3:51])[CH3:48])[CH:31]=[C:30]([F:42])[CH:29]=4)[CH:26]=3)[NH:21][CH:20]=2)[CH2:15][CH2:14]1)(=[O:12])=[O:11])[CH3:9]. The yield is 0.494. (5) The reactants are [CH3:1][O:2][C:3]([C:5]1[C:9]([N+:10]([O-])=O)=[CH:8][NH:7][N:6]=1)=[O:4]. The catalyst is [Pd].C(O)C. The product is [CH3:1][O:2][C:3]([C:5]1[C:9]([NH2:10])=[CH:8][NH:7][N:6]=1)=[O:4]. The yield is 0.989.